Dataset: CYP2C19 inhibition data for predicting drug metabolism from PubChem BioAssay. Task: Regression/Classification. Given a drug SMILES string, predict its absorption, distribution, metabolism, or excretion properties. Task type varies by dataset: regression for continuous measurements (e.g., permeability, clearance, half-life) or binary classification for categorical outcomes (e.g., BBB penetration, CYP inhibition). Dataset: cyp2c19_veith. (1) The drug is O=C(Nc1cccn(Cc2c(Cl)cccc2Cl)c1=O)c1ccc(Cl)cc1Cl. The result is 1 (inhibitor). (2) The compound is O=c1ccc(NS(=O)(=O)c2ccccc2)cn1Cc1ccc(Cl)c(Cl)c1. The result is 1 (inhibitor).